Dataset: Forward reaction prediction with 1.9M reactions from USPTO patents (1976-2016). Task: Predict the product of the given reaction. Given the reactants Br[C:2]1[CH:7]=[CH:6][C:5]([CH2:8][O:9]COC)=[CH:4][C:3]=1[CH2:13][O:14]COC.FC1C=CC2[B:26](O)[O:25]CC=2C=1, predict the reaction product. The product is: [OH:25][B:26]1[C:2]2[CH:7]=[CH:6][C:5]([CH2:8][OH:9])=[CH:4][C:3]=2[CH2:13][O:14]1.